Dataset: Reaction yield outcomes from USPTO patents with 853,638 reactions. Task: Predict the reaction yield, written as a fraction of the theoretical maximum amount of product (1.0 means a 100% yield; for example, 0.34 means a 34% yield). (1) The catalyst is O1CCOCC1.O.C1C=CC([P]([Pd]([P](C2C=CC=CC=2)(C2C=CC=CC=2)C2C=CC=CC=2)([P](C2C=CC=CC=2)(C2C=CC=CC=2)C2C=CC=CC=2)[P](C2C=CC=CC=2)(C2C=CC=CC=2)C2C=CC=CC=2)(C2C=CC=CC=2)C2C=CC=CC=2)=CC=1. The reactants are Cl[C:2]1[C:3]2[CH:20]=[CH:19][C:18](=[O:21])[N:17]([C:22]3[C:27]([F:28])=[CH:26][CH:25]=[CH:24][C:23]=3[F:29])[C:4]=2[N:5]=[C:6]([NH:8][CH2:9][CH2:10][CH2:11][N:12]([CH2:15][CH3:16])[CH2:13][CH3:14])[N:7]=1.[CH3:30][C:31]1[C:39](B2OC(C)(C)C(C)(C)O2)=[CH:38][CH:37]=[CH:36][C:32]=1[C:33]([OH:35])=[O:34].C(=O)([O-])[O-].[K+].[K+]. The yield is 0.990. The product is [CH2:13]([N:12]([CH2:15][CH3:16])[CH2:11][CH2:10][CH2:9][NH:8][C:6]1[N:7]=[C:2]([C:39]2[C:31]([CH3:30])=[C:32]([CH:36]=[CH:37][CH:38]=2)[C:33]([OH:35])=[O:34])[C:3]2[CH:20]=[CH:19][C:18](=[O:21])[N:17]([C:22]3[C:27]([F:28])=[CH:26][CH:25]=[CH:24][C:23]=3[F:29])[C:4]=2[N:5]=1)[CH3:14]. (2) The reactants are [CH2:1]([O:8][N:9]1[C:15](=[O:16])[N:14]2[CH2:17][C@H:10]1[CH2:11][CH2:12][C@H:13]2[C:18]([OH:20])=O)[C:2]1[CH:7]=[CH:6][CH:5]=[CH:4][CH:3]=1.[NH2:21][O:22][CH2:23][CH2:24][N:25]([CH:33]([CH3:35])[CH3:34])[C:26](=[O:32])[O:27][C:28]([CH3:31])([CH3:30])[CH3:29]. No catalyst specified. The product is [CH2:1]([O:8][N:9]1[C:15](=[O:16])[N:14]2[CH2:17][C@H:10]1[CH2:11][CH2:12][C@H:13]2[C:18]([NH:21][O:22][CH2:23][CH2:24][N:25]([CH:33]([CH3:35])[CH3:34])[C:26](=[O:32])[O:27][C:28]([CH3:29])([CH3:31])[CH3:30])=[O:20])[C:2]1[CH:3]=[CH:4][CH:5]=[CH:6][CH:7]=1. The yield is 0.810. (3) The reactants are C([O:4][C:5]([CH3:17])([CH3:16])[CH2:6][C:7]1[CH:12]=[CH:11][C:10]([N+:13]([O-:15])=[O:14])=[CH:9][CH:8]=1)(=O)C.[Li+].[OH-]. The catalyst is CO. The product is [CH3:17][C:5]([OH:4])([CH3:16])[CH2:6][C:7]1[CH:8]=[CH:9][C:10]([N+:13]([O-:15])=[O:14])=[CH:11][CH:12]=1. The yield is 0.330. (4) The reactants are Br[C:2]1[CH:3]=[C:4]2[C:9](=[CH:10][CH:11]=1)[N:8]=[CH:7][C:6]([C:12]([CH:14]1[CH2:16][CH2:15]1)=[O:13])=[C:5]2[NH:17][C@H:18]1[CH2:23][CH2:22][C@@H:21]([N:24]([CH2:27][CH3:28])[CH2:25][CH3:26])[CH2:20][CH2:19]1.[Cl:29][C:30]1[CH:35]=[C:34](B2OC(C)(C)C(C)(C)O2)[CH:33]=[C:32]([O:45][CH3:46])[C:31]=1[OH:47]. No catalyst specified. The product is [Cl:29][C:30]1[CH:35]=[C:34]([C:2]2[CH:3]=[C:4]3[C:9](=[CH:10][CH:11]=2)[N:8]=[CH:7][C:6]([C:12]([CH:14]2[CH2:15][CH2:16]2)=[O:13])=[C:5]3[NH:17][C@H:18]2[CH2:23][CH2:22][C@@H:21]([N:24]([CH2:25][CH3:26])[CH2:27][CH3:28])[CH2:20][CH2:19]2)[CH:33]=[C:32]([O:45][CH3:46])[C:31]=1[OH:47]. The yield is 0.390.